This data is from Catalyst prediction with 721,799 reactions and 888 catalyst types from USPTO. The task is: Predict which catalyst facilitates the given reaction. (1) Reactant: [N:1]([CH:4]([CH3:27])[CH2:5][O:6][C@H:7]1[CH2:12][CH2:11][C@H:10]([C:13]2[O:14][C:15]3[CH:21]=[C:20]([O:22][CH2:23][CH:24]4[CH2:26][CH2:25]4)[CH:19]=[CH:18][C:16]=3[N:17]=2)[CH2:9][CH2:8]1)=[N+]=[N-].C1(P(C2C=CC=CC=2)C2C=CC=CC=2)C=CC=CC=1.O. Product: [CH:24]1([CH2:23][O:22][C:20]2[CH:19]=[CH:18][C:16]3[N:17]=[C:13]([C@H:10]4[CH2:11][CH2:12][C@H:7]([O:6][CH2:5][CH:4]([NH2:1])[CH3:27])[CH2:8][CH2:9]4)[O:14][C:15]=3[CH:21]=2)[CH2:26][CH2:25]1. The catalyst class is: 1. (2) Reactant: [CH3:1][O:2][C:3](=[O:25])[CH2:4][C:5]1[CH:24]=[CH:23][C:8]([CH2:9][N:10]2[C:14](=[O:15])[CH2:13][CH2:12][C@@H:11]2[C:16]([O:18]C(C)(C)C)=[O:17])=[CH:7][CH:6]=1.FC(F)(F)C(O)=O. Product: [CH3:1][O:2][C:3](=[O:25])[CH2:4][C:5]1[CH:24]=[CH:23][C:8]([CH2:9][N:10]2[C:14](=[O:15])[CH2:13][CH2:12][C@@H:11]2[C:16]([OH:18])=[O:17])=[CH:7][CH:6]=1. The catalyst class is: 429. (3) Reactant: [CH2:1]([S:8][C:9]1[CH:10]=[C:11]2[C:16](=[CH:17][CH:18]=1)[N:15]([C:19]1[C:24]([OH:25])=[CH:23][C:22]([C:26]3[CH:31]=[CH:30][CH:29]=[C:28]([F:32])[CH:27]=3)=[C:21]([F:33])[CH:20]=1)[C:14](=[O:34])[CH:13]=[CH:12]2)[C:2]1[CH:7]=[CH:6][CH:5]=[CH:4][CH:3]=1.C(=O)([O-])[O-].[K+].[K+].Br[CH2:42][C:43]#[N:44].O. Product: [CH2:1]([S:8][C:9]1[CH:10]=[C:11]2[C:16](=[CH:17][CH:18]=1)[N:15]([C:19]1[CH:20]=[C:21]([F:33])[C:22]([C:26]3[CH:31]=[CH:30][CH:29]=[C:28]([F:32])[CH:27]=3)=[CH:23][C:24]=1[O:25][CH2:42][C:43]#[N:44])[C:14](=[O:34])[CH:13]=[CH:12]2)[C:2]1[CH:7]=[CH:6][CH:5]=[CH:4][CH:3]=1. The catalyst class is: 3. (4) Reactant: [OH:1][CH2:2][C:3]([NH:6][C:7]1[CH:14]=[CH:13][C:10]([C:11]#N)=[C:9]([CH3:15])[CH:8]=1)([CH3:5])[CH3:4].[OH-:16].[Na+].Cl.[OH2:19].CO. Product: [OH:1][CH2:2][C:3]([NH:6][C:7]1[CH:14]=[CH:13][C:10]([C:11]([OH:19])=[O:16])=[C:9]([CH3:15])[CH:8]=1)([CH3:5])[CH3:4]. The catalyst class is: 6. (5) Reactant: [N:1]1([C:6]([N:8]2[CH2:13][CH2:12][N:11]([C:14]3[CH:19]=[C:18]([CH3:20])[CH:17]=[C:16]([CH3:21])[CH:15]=3)[CH2:10][CH2:9]2)=[O:7])[CH:5]=[CH:4][N:3]=[CH:2]1.[ClH:22]. Product: [ClH:22].[N:1]1([C:6]([N:8]2[CH2:13][CH2:12][N:11]([C:14]3[CH:15]=[C:16]([CH3:21])[CH:17]=[C:18]([CH3:20])[CH:19]=3)[CH2:10][CH2:9]2)=[O:7])[CH:5]=[CH:4][N:3]=[CH:2]1. The catalyst class is: 2. (6) The catalyst class is: 12. Reactant: Cl[C:2]1[C:3]2[CH:10]=[CH:9][N:8]([C@@H:11]3[O:26][C@H:25]([CH2:27][O:28][CH2:29][C:30]4[CH:35]=[CH:34][C:33]([Cl:36])=[CH:32][C:31]=4[Cl:37])[C@@H:14]([O:15][CH2:16][C:17]4[CH:22]=[CH:21][C:20]([Cl:23])=[CH:19][C:18]=4[Cl:24])[C@@:12]3([CH2:38][F:39])[OH:13])[C:4]=2[N:5]=[CH:6][N:7]=1.[NH3:40]. Product: [NH2:40][C:2]1[C:3]2[CH:10]=[CH:9][N:8]([C@@H:11]3[O:26][C@H:25]([CH2:27][O:28][CH2:29][C:30]4[CH:35]=[CH:34][C:33]([Cl:36])=[CH:32][C:31]=4[Cl:37])[C@@H:14]([O:15][CH2:16][C:17]4[CH:22]=[CH:21][C:20]([Cl:23])=[CH:19][C:18]=4[Cl:24])[C@@:12]3([CH2:38][F:39])[OH:13])[C:4]=2[N:5]=[CH:6][N:7]=1. (7) Reactant: [OH:1][C@@H:2]1[C@@H:9]2[C@@:5]([C:12]([O:14]C)=[O:13])([O:6][C:7]([CH3:11])([CH3:10])[O:8]2)[O:4][C@H:3]1[CH2:16][NH:17][C:18]([CH:20]1[CH2:25][CH2:24][CH:23]([CH2:26][NH:27][C:28](=[O:70])[CH2:29][NH:30][C:31](=[O:69])[CH2:32][N:33]2[CH2:44][CH2:43][N:42]([CH2:45][C:46](=[O:52])[O:47][C:48]([CH3:51])([CH3:50])[CH3:49])[CH2:41][CH2:40][N:39]([CH2:53][C:54](=[O:60])[O:55][C:56]([CH3:59])([CH3:58])[CH3:57])[CH2:38][CH2:37][N:36]([CH2:61][C:62]([O:64][C:65]([CH3:68])([CH3:67])[CH3:66])=[O:63])[CH2:35][CH2:34]2)[CH2:22][CH2:21]1)=[O:19].O[Li].O. Product: [OH:1][C@@H:2]1[C@@H:9]2[C@@:5]([C:12]([OH:14])=[O:13])([O:6][C:7]([CH3:11])([CH3:10])[O:8]2)[O:4][C@H:3]1[CH2:16][NH:17][C:18]([CH:20]1[CH2:21][CH2:22][CH:23]([CH2:26][NH:27][C:28](=[O:70])[CH2:29][NH:30][C:31](=[O:69])[CH2:32][N:33]2[CH2:34][CH2:35][N:36]([CH2:61][C:62](=[O:63])[O:64][C:65]([CH3:66])([CH3:67])[CH3:68])[CH2:37][CH2:38][N:39]([CH2:53][C:54](=[O:60])[O:55][C:56]([CH3:57])([CH3:58])[CH3:59])[CH2:40][CH2:41][N:42]([CH2:45][C:46]([O:47][C:48]([CH3:51])([CH3:50])[CH3:49])=[O:52])[CH2:43][CH2:44]2)[CH2:24][CH2:25]1)=[O:19]. The catalyst class is: 5. (8) Reactant: [CH3:1][O:2][C:3]1[CH:10]=[CH:9][CH:8]=[CH:7][C:4]=1[CH2:5][OH:6].[H-].[Na+].Br[CH2:14][CH2:15][CH2:16][OH:17]. Product: [CH3:1][O:2][C:3]1[CH:10]=[CH:9][CH:8]=[CH:7][C:4]=1[CH2:5][O:6][CH2:14][CH2:15][CH2:16][OH:17]. The catalyst class is: 3. (9) Reactant: [Br:1][C:2]1[CH:3]=[CH:4][C:5]([NH2:8])=[N:6][CH:7]=1.C(N(CC)CC)C.[C:16](O[C:16]([O:18][C:19]([CH3:22])([CH3:21])[CH3:20])=[O:17])([O:18][C:19]([CH3:22])([CH3:21])[CH3:20])=[O:17]. Product: [Br:1][C:2]1[CH:3]=[CH:4][C:5]([NH:8][C:16](=[O:17])[O:18][C:19]([CH3:22])([CH3:21])[CH3:20])=[N:6][CH:7]=1. The catalyst class is: 112. (10) Reactant: [C:1]([O:6][CH2:7][CH3:8])(=[O:5])[C:2]([CH3:4])=O.N[N:10]1[C:15]2[CH:16]=[CH:17][CH:18]=[CH:19][C:14]=2[O:13][CH2:12][C@H:11]1[CH:20]1[CH2:25][CH2:24][CH2:23][CH2:22][CH2:21]1.S(=O)(=O)(O)O. Product: [CH:20]1([C@H:11]2[N:10]3[C:2]([C:1]([O:6][CH2:7][CH3:8])=[O:5])=[CH:4][C:16]4[CH:17]=[CH:18][CH:19]=[C:14]([C:15]=43)[O:13][CH2:12]2)[CH2:21][CH2:22][CH2:23][CH2:24][CH2:25]1. The catalyst class is: 8.